Dataset: Catalyst prediction with 721,799 reactions and 888 catalyst types from USPTO. Task: Predict which catalyst facilitates the given reaction. (1) Reactant: [CH3:1][NH:2][CH2:3][CH2:4][OH:5].[CH:6]1([CH:12]=O)[CH2:11][CH2:10][CH2:9][CH2:8][CH2:7]1.C(OCC)(=O)C.C(N)(C)C. Product: [CH:6]1([CH2:12][N:2]([CH2:3][CH2:4][OH:5])[CH3:1])[CH2:7][CH2:8][CH2:9][CH2:10][CH2:11]1. The catalyst class is: 1. (2) Reactant: [F:1][C:2]([C:5]1[CH:12]=[CH:11][C:8]([C:9]#[N:10])=[CH:7][CH:6]=1)([CH3:4])[CH3:3].Cl.[NH2:14][OH:15].C(N(CC)CC)C. Product: [F:1][C:2]([C:5]1[CH:12]=[CH:11][C:8]([C:9](=[N:14][OH:15])[NH2:10])=[CH:7][CH:6]=1)([CH3:4])[CH3:3]. The catalyst class is: 8. (3) The catalyst class is: 699. Product: [N:23]1([C:21]([C:5]2[CH:4]=[CH:3][C:2]([N:1]3[CH:31]=[CH:35][CH:34]=[CH:33]3)=[CH:7][C:6]=2[NH:8][S:9]([C:12]2[C:17]3=[N:18][S:19][N:20]=[C:16]3[CH:15]=[CH:14][CH:13]=2)(=[O:11])=[O:10])=[O:22])[CH2:24][CH2:25][CH2:26][CH2:27][CH2:28]1. Reactant: [NH2:1][C:2]1[CH:3]=[CH:4][C:5]([C:21]([N:23]2[CH2:28][CH2:27][CH2:26][CH2:25][CH2:24]2)=[O:22])=[C:6]([NH:8][S:9]([C:12]2[C:17]3=[N:18][S:19][N:20]=[C:16]3[CH:15]=[CH:14][CH:13]=2)(=[O:11])=[O:10])[CH:7]=1.CO[CH:31]1[CH2:35][CH2:34][CH:33](OC)O1. (4) Reactant: CCOC(/N=N/C(OCC)=O)=O.[CH2:13]([O:15][C:16]([C:18]1[NH:19][C:20]2[C:25]([CH:26]=1)=[C:24]([OH:27])[CH:23]=[CH:22][CH:21]=2)=[O:17])[CH3:14].C1(P(C2C=CC=CC=2)C2C=CC=CC=2)C=CC=CC=1.[CH2:47](O)[CH:48]([CH3:50])[CH3:49]. The catalyst class is: 1. Product: [CH2:13]([O:15][C:16]([C:18]1[NH:19][C:20]2[C:25]([CH:26]=1)=[C:24]([O:27][CH2:47][CH:48]([CH3:50])[CH3:49])[CH:23]=[CH:22][CH:21]=2)=[O:17])[CH3:14]. (5) Reactant: [O:1]=[S:2]1(=[O:32])[C:7]2[CH:8]=[CH:9][CH:10]=[CH:11][C:6]=2[NH:5][C:4]([C:12]2[C:13](=[O:31])[N:14]([N:23]=[C:24]3[CH2:28][CH2:27][CH:26]([CH2:29][CH3:30])[CH2:25]3)[C:15]3[C:20]([C:21]=2[OH:22])=[CH:19][CH:18]=[CH:17][CH:16]=3)=[N:3]1.CO.[BH4-].[Li+].Cl. Product: [O:32]=[S:2]1(=[O:1])[C:7]2[CH:8]=[CH:9][CH:10]=[CH:11][C:6]=2[NH:5][C:4]([C:12]2[C:13](=[O:31])[N:14]([NH:23][CH:24]3[CH2:28][CH2:27][CH:26]([CH2:29][CH3:30])[CH2:25]3)[C:15]3[C:20]([C:21]=2[OH:22])=[CH:19][CH:18]=[CH:17][CH:16]=3)=[N:3]1. The catalyst class is: 30. (6) Reactant: [Br:1][C:2]1[C:11]2[C:6](=[CH:7][C:8]([C:12]3[S:16][C:15]4[CH:17]=[CH:18][CH:19]=[CH:20][C:14]=4[C:13]=3[C:21](=[O:26])[CH2:22][CH:23]([CH3:25])[CH3:24])=[CH:9][CH:10]=2)[CH:5]=[CH:4][C:3]=1[O:27][CH2:28][C:29]#[N:30].[N-:31]=[N+:32]=[N-:33].[Na+].[Cl-].[NH4+].CN(C=O)C.Cl. Product: [Br:1][C:2]1[C:3]([O:27][CH2:28][C:29]2[NH:33][N:32]=[N:31][N:30]=2)=[CH:4][CH:5]=[C:6]2[C:11]=1[CH:10]=[CH:9][C:8]([C:12]1[S:16][C:15]3[CH:17]=[CH:18][CH:19]=[CH:20][C:14]=3[C:13]=1[C:21](=[O:26])[CH2:22][CH:23]([CH3:25])[CH3:24])=[CH:7]2. The catalyst class is: 6.